This data is from Peptide-MHC class I binding affinity with 185,985 pairs from IEDB/IMGT. The task is: Regression. Given a peptide amino acid sequence and an MHC pseudo amino acid sequence, predict their binding affinity value. This is MHC class I binding data. (1) The peptide sequence is HIIDSFNIR. The MHC is HLA-A68:01 with pseudo-sequence HLA-A68:01. The binding affinity (normalized) is 0.903. (2) The peptide sequence is CAIILGGLTW. The MHC is HLA-B53:01 with pseudo-sequence HLA-B53:01. The binding affinity (normalized) is 0.417. (3) The peptide sequence is ADLRFASEF. The MHC is HLA-A03:01 with pseudo-sequence HLA-A03:01. The binding affinity (normalized) is 0.0847.